This data is from Experimentally validated miRNA-target interactions with 360,000+ pairs, plus equal number of negative samples. The task is: Binary Classification. Given a miRNA mature sequence and a target amino acid sequence, predict their likelihood of interaction. (1) The miRNA is hsa-miR-202-3p with sequence AGAGGUAUAGGGCAUGGGAA. The protein sequence of the target gene is MAATMKKAAAEDVNVTFEDQQKINKFARNTSRITELKEEIEVKKKQLQNLEDACDDIMLADDDCLMIPYQIGDVFISHSQEETQEMLEEAKKNLQEEIDALESRVESIQRVLADLKVQLYAKFGSNINLEADES. Result: 0 (no interaction). (2) The miRNA is hsa-miR-663a with sequence AGGCGGGGCGCCGCGGGACCGC. The protein sequence of the target gene is MLCVGRLGGLGARAAALPPRRAGRGSLEAGIRARRVSTSWSPVGAAFNVKPQGSRLDLFGERRGLFGVPELSAPEGFHIAQEKALRKTELLVDRACSTPPGPQTVLIFDELSDSLCRVADLADFVKIAHPEPAFREAAEEACRSIGTMVEKLNTNVDLYQSLQKLLADKKLVDSLDPETRRVAELFMFDFEISGIHLDKEKRKRAVDLNVKILDLSSTFLMGTNFPNKIEKHLLPEHIRRNFTSAGDHIIIDGLHAESPDDLVREAAYKIFLYPNAGQLKCLEELLSSRDLLAKLVGYST.... Result: 0 (no interaction). (3) The miRNA is hsa-miR-4717-3p with sequence ACACAUGGGUGGCUGUGGCCU. The protein sequence of the target gene is MRIFIAFEGSFEPFDVSADETVEVVKLMIKDYFHIPLSEDKQGRRYLELMYAGAALKDSWSLADVGISFCSTLKCFVKEEDKPTLYVFNAVTQDTMPVMESISLLDKTVSDLRTLVTLRCGLPVSVYCLRTPRGLEMYDCNTLKDYQTDIGTTLRLDVWDGWKEFLMGCLLGQKLKVQRYLSKEGPVLKYQKRVALYIAAFCGYIELTEWALKQGARPHEAVGVHPYRAWCHEALHADVSKCPIHAAAEAGQLLILKAFVNYSVLCLECKNAAGQTPLTIVFKHKHKDCVLYLLSKMWST.... Result: 0 (no interaction). (4) Result: 0 (no interaction). The protein sequence of the target gene is MSDFDSNPFADPDLNNPFKDPSVTQVTRNVPPGLDEYNPFSDSRTPPPGGVKMPNVPNTQPAIMKPTEEHPAYTQIAKEHALAQAELLKRQEELERKAAELDRREREMQNLSQHGRKNNWPPLPSNFPVGPCFYQDFSVDIPVEFQKTVKLMYYLWMFHAVTLFLNIFGCLAWFCVDSARAVDFGLSILWFLLFTPCSFVCWYRPLYGAFRSDSSFRFFVFFFVYICQFAVHVLQAAGFHNWGNCGWISSLTGLNQNIPVGIMMIIIAALFTASAVISLVMFKKVHGLYRTTGASFEKAQ.... The miRNA is mmu-miR-5627-5p with sequence AGAGGGUGCGCCGGGCCCUGCG. (5) The miRNA is mmu-miR-3076-3p with sequence CGCACUCUGGUCUUCCCUUGCAG. The protein sequence of the target gene is MGLRPAVLLLCASVSLLGGLTFGYELAVISGALLPLQLNFGLSCLEQELLVGSLLLGALLASLVGGFLIDCYGRRRAILGSNAVLLAGSLILGLASSLPWLLLGRLSVGFAISLSSMACCIYVSELVGPRQRGVLVSLYEVGITVGILFSYGLNYVLAGSPWGWRHMFGWAAAPALLQSLSLFLLPAGAEGTAAPKDLIPLQGRETSKPGLVKPQYSFLDLFRAQDGMWSRTVVGLGLVLFQQLTGQPNVLYYASTIFRSVGFHGGSSAVLASVGLGTVKVAATLVATGLVDRAGRRVLL.... Result: 1 (interaction). (6) The miRNA is hsa-miR-30c-1-3p with sequence CUGGGAGAGGGUUGUUUACUCC. The protein sequence of the target gene is MCEVMPTINEGDRLGPPHGADADANFEQLMVNMLDEREKLLESLRESQETLAATQSRLQDAIHERDQLQRHLNSALPQEFATLTRELSMCREQLLEREEEISELKAERNNTRLLLEHLECLVSRHERSLRMTVVKRQAQSPSGVSSEVEVLKALKSLFEHHKALDEKVRERLRAALERVTTLEEQLAGAHQQVSALQQGAGVRDGAAEEEGTVELGPKRLWKEDTGRVEELQELLEKQNFELSQARERLVTLTTTVTELEEDLGTARRDLIKSEELSSKHQRDLREALAQKEDMEERITT.... Result: 1 (interaction). (7) The miRNA is cel-miR-392-3p with sequence UAUCAUCGAUCACGUGUGAUGA. The protein sequence of the target gene is MIRLGAPQSLVLLTLLIAAVLRCQGQDAQEAGSCLQNGQRYKDKDVWKPSSCRICVCDTGNVLCDDIICEDPDCLNPEIPFGECCPICPADLATASGKLGPKGQKGEPGDIRDIIGPRGPPGPQGPAGEQGPRGDRGDKGEKGAPGPRGRDGEPGTPGNPGPAGPPGPPGPPGLSAGNFAAQMAGGYDEKAGGAQMGVMQGPMGPMGPRGPPGPAGAPGPQGFQGNPGEPGEPGVSGPMGPRGPPGPAGKPGDDGEAGKPGKSGERGLPGPQGARGFPGTPGLPGVKGHRGYPGLDGAKG.... Result: 0 (no interaction). (8) The miRNA is hsa-miR-4423-3p with sequence AUAGGCACCAAAAAGCAACAA. The protein sequence of the target gene is MKSCQKMEGKPENESEPKHEEEPKPEEKPEEEEKLEEEAKAKGTFRERLIQSLQEFKEDIHNRHLSNEDMFREVDEIDEIRRVRNKLIVMRWKVNRNHPYPYLM. Result: 0 (no interaction). (9) The miRNA is mmu-miR-449a-5p with sequence UGGCAGUGUAUUGUUAGCUGGU. The protein sequence of the target gene is MASSSTETQLQRIIRDLQDAATELSHEFKEGGEPITDDSTSLHKFSYKLEYLLQFDQKEKASLLGSKKDYWDYFCACLAKVKGANDGIRFVRSISELRTSLGKGRAFIRYSLVHQRLADTLQQCFMNTKVTSDWYYARSPFLKPKLSSDIVGQLYELTEVQFDLAPRGYDLDAAWPTFARRTLATSTSAYMWKPPSRSSSMSSLVSNYLQTQEMASSLDLNCSLNNEALESFDEMRLELDQLEVREKQLQERVQQLDRENQALRMLVSRQGGQLQVEKEMGYLAVEDSIGLVSLVAELQK.... Result: 1 (interaction). (10) The miRNA is hsa-miR-3120-5p with sequence CCUGUCUGUGCCUGCUGUACA. The protein sequence of the target gene is MNAGSDPVVIVSAARTIIGSFNGALAAVPVQDLGSTVIKEVLKRATVAPEDVSEVIFGHVLAAGCGQNPVRQASVGAGIPYSVPAWSCQMICGSGLKAVCLAVQSIGIGDSSIVVAGGMENMSKAPHLAYLRTGVKIGEMPLTDSILCDGLTDAFHNCHMGITAENVAKKWQVSREDQDKVAVLSQNRTENAQKAGHFDKEIVPVLVSTRKGLIEVKTDEFPRHGSNIEAMSKLKPYFLTDGTGTVTPANASGINDGAAAVVLMKKSEADKRGLTPLARIVSWSQVGVEPSIMGIGPIPA.... Result: 0 (no interaction).